From a dataset of Full USPTO retrosynthesis dataset with 1.9M reactions from patents (1976-2016). Predict the reactants needed to synthesize the given product. Given the product [OH:31][CH:25]([C:22]1[CH:23]=[CH:24][C:19]([CH2:18][CH2:17][S:14]([NH:13][CH2:12][CH2:11][CH2:10][CH2:9][CH2:8][CH2:7][C:6]([OH:32])=[O:5])(=[O:16])=[O:15])=[CH:20][CH:21]=1)[CH2:26][CH2:27][CH2:28][CH2:29][CH3:30], predict the reactants needed to synthesize it. The reactants are: [OH-].[Li+].C([O:5][C:6](=[O:32])[CH2:7][CH2:8][CH2:9][CH2:10][CH2:11][CH2:12][NH:13][S:14]([CH2:17][CH2:18][C:19]1[CH:24]=[CH:23][C:22]([CH:25]([OH:31])[CH2:26][CH2:27][CH2:28][CH2:29][CH3:30])=[CH:21][CH:20]=1)(=[O:16])=[O:15])C.Cl.